This data is from Rat liver microsome stability data. The task is: Regression/Classification. Given a drug SMILES string, predict its absorption, distribution, metabolism, or excretion properties. Task type varies by dataset: regression for continuous measurements (e.g., permeability, clearance, half-life) or binary classification for categorical outcomes (e.g., BBB penetration, CYP inhibition). Dataset: rlm. (1) The molecule is OC1(CN2CCN(c3ccc(F)c(Cl)c3)CC2)CCCNC1. The result is 1 (stable in rat liver microsomes). (2) The drug is c1ccc2c(Nc3ccc4[nH]cnc4c3)nc(-c3ccncc3)nc2c1. The result is 1 (stable in rat liver microsomes). (3) The molecule is CN(C)CC/C=C1\c2ccccc2Sc2ccc(Cl)cc21. The result is 1 (stable in rat liver microsomes). (4) The drug is O=C(Cc1nc2cc(Cl)ccc2[nH]1)Nc1ccc(S(=O)(=O)Nc2nccs2)cc1. The result is 0 (unstable in rat liver microsomes). (5) The drug is CCC(=O)N1CCN(c2ccc(-n3c(=O)ccc4cnc5ccc(-c6cnc7ccccc7c6)cc5c43)cc2C(F)(F)F)CC1. The result is 1 (stable in rat liver microsomes).